Dataset: Full USPTO retrosynthesis dataset with 1.9M reactions from patents (1976-2016). Task: Predict the reactants needed to synthesize the given product. (1) Given the product [ClH:19].[CH3:1][N:2]([CH3:18])[C:3]([C@@H:5]1[CH2:10][CH2:9][CH2:8][NH:7][CH2:6]1)=[O:4], predict the reactants needed to synthesize it. The reactants are: [CH3:1][N:2]([CH3:18])[C:3]([C@@H:5]1[CH2:10][CH2:9][CH2:8][N:7](C(OC(C)(C)C)=O)[CH2:6]1)=[O:4].[ClH:19]. (2) Given the product [C:26](/[N:25]=[C:24](\[O:23][C:20]1[CH:21]=[CH:22][CH:17]=[CH:18][CH:19]=1)/[NH:1][C:2]1[CH:3]=[CH:4][C:5]2[O:9][C:8]([CH2:10][N:11]3[CH2:12][CH2:13][CH2:14][CH2:15]3)=[N:7][C:6]=2[CH:16]=1)#[N:27], predict the reactants needed to synthesize it. The reactants are: [NH2:1][C:2]1[CH:3]=[CH:4][C:5]2[O:9][C:8]([CH2:10][N:11]3[CH2:15][CH2:14][CH2:13][CH2:12]3)=[N:7][C:6]=2[CH:16]=1.[CH:17]1[CH:22]=[CH:21][C:20]([O:23][C:24](OC2C=CC=CC=2)=[N:25][C:26]#[N:27])=[CH:19][CH:18]=1. (3) Given the product [Cl:1][C:2]1[CH:3]=[C:4]([CH:7]=[C:8]([O:10][C:11]2[C:16]([F:17])=[CH:15][C:14]([Cl:18])=[C:13]([NH:20][CH2:21][C:22]3[C:30]4[C:25](=[N:26][CH:27]=[CH:28][CH:29]=4)[NH:24][N:23]=3)[N:12]=2)[CH:9]=1)[C:5]#[N:6], predict the reactants needed to synthesize it. The reactants are: [Cl:1][C:2]1[CH:3]=[C:4]([CH:7]=[C:8]([O:10][C:11]2[C:16]([F:17])=[CH:15][C:14]([Cl:18])=[C:13](F)[N:12]=2)[CH:9]=1)[C:5]#[N:6].[NH2:20][CH2:21][C:22]1[C:30]2[C:25](=[N:26][CH:27]=[CH:28][CH:29]=2)[NH:24][N:23]=1.